Dataset: Catalyst prediction with 721,799 reactions and 888 catalyst types from USPTO. Task: Predict which catalyst facilitates the given reaction. Reactant: [Br:1][C:2]1[CH:7]=[CH:6][C:5]([OH:8])=[CH:4][CH:3]=1.[OH-].[Na+].[CH2:11](Br)[CH2:12][CH2:13][CH2:14][CH2:15][CH3:16].O. Product: [CH2:11]([O:8][C:5]1[CH:6]=[CH:7][C:2]([Br:1])=[CH:3][CH:4]=1)[CH2:12][CH2:13][CH2:14][CH2:15][CH3:16]. The catalyst class is: 8.